Dataset: Catalyst prediction with 721,799 reactions and 888 catalyst types from USPTO. Task: Predict which catalyst facilitates the given reaction. (1) The catalyst class is: 750. Product: [ClH:1].[NH2:25][CH2:24][C:21]1[N:20]=[CH:19][C:18]([NH:17][C:15]([C:11]2[CH:12]=[C:13]([CH3:14])[N:9]([CH2:8][C:6]3[CH:7]=[C:2]([Cl:1])[CH:3]=[CH:4][C:5]=3[O:26][CH2:27][CH:28]([CH3:30])[CH3:29])[N:10]=2)=[O:16])=[CH:23][CH:22]=1. Reactant: [Cl:1][C:2]1[CH:3]=[CH:4][C:5]([O:26][CH2:27][CH:28]([CH3:30])[CH3:29])=[C:6]([CH2:8][N:9]2[C:13]([CH3:14])=[CH:12][C:11]([C:15]([NH:17][C:18]3[CH:19]=[N:20][C:21]([C:24]#[N:25])=[CH:22][CH:23]=3)=[O:16])=[N:10]2)[CH:7]=1. (2) Reactant: [C:1]([O:5][C:6](=[O:31])[C:7]1[CH:12]=[CH:11][C:10]([C:13]2[CH2:17][C:16]([C:22]3[CH:27]=[C:26]([Cl:28])[CH:25]=[C:24]([Cl:29])[CH:23]=3)([C:18]([F:21])([F:20])[F:19])[O:15][N:14]=2)=[CH:9][C:8]=1[CH3:30])([CH3:4])([CH3:3])[CH3:2].C[Si]([N-][Si](C)(C)C)(C)C.[Li+].C1C=CC(S(N(S(C2C=CC=CC=2)(=O)=O)[F:52])(=O)=O)=CC=1. Product: [C:1]([O:5][C:6](=[O:31])[C:7]1[CH:12]=[CH:11][C:10]([C:13]2[CH:17]([F:52])[C:16]([C:22]3[CH:23]=[C:24]([Cl:29])[CH:25]=[C:26]([Cl:28])[CH:27]=3)([C:18]([F:20])([F:19])[F:21])[O:15][N:14]=2)=[CH:9][C:8]=1[CH3:30])([CH3:4])([CH3:3])[CH3:2]. The catalyst class is: 7. (3) Reactant: C[O:2][C:3]1[CH:8]=[CH:7][C:6]([C:9]2[CH:10]=[C:11]([C:14]3[CH:19]=[CH:18][CH:17]=[C:16]([O:20]C)[CH:15]=3)[S:12][CH:13]=2)=[CH:5][CH:4]=1. Product: [OH:2][C:3]1[CH:8]=[CH:7][C:6]([C:9]2[CH:10]=[C:11]([C:14]3[CH:15]=[C:16]([OH:20])[CH:17]=[CH:18][CH:19]=3)[S:12][CH:13]=2)=[CH:5][CH:4]=1. The catalyst class is: 195. (4) Reactant: [NH2:1][C:2]1[C:3]([OH:14])=[C:4]([S:8]([N:11]([CH3:13])[CH3:12])(=[O:10])=[O:9])[CH:5]=[CH:6][CH:7]=1.[CH2:15]([O:17][C:18]1[C:19](=O)[C:20](=[O:25])[C:21]=1[O:22]CC)C. Product: [OH:14][C:3]1[C:2]([NH:1][C:19]2[C:20](=[O:25])[C:21](=[O:22])[C:18]=2[O:17][CH3:15])=[CH:7][CH:6]=[CH:5][C:4]=1[S:8]([N:11]([CH3:12])[CH3:13])(=[O:10])=[O:9]. The catalyst class is: 5.